Task: Predict the reaction yield, written as a fraction of the theoretical maximum amount of product (1.0 means a 100% yield; for example, 0.34 means a 34% yield).. Dataset: Reaction yield outcomes from USPTO patents with 853,638 reactions (1) The reactants are O[CH:2]([C:7]1[C:16]2[C:15](=[O:17])[N:14]([CH2:18][CH2:19][CH2:20][O:21][CH:22]3CCCC[O:23]3)[C:13](=[O:28])[N:12]([CH3:29])[C:11]=2[N:10]=[CH:9][C:8]=1[O:30][CH:31]([CH3:33])[CH3:32])[CH2:3][CH:4]([CH3:6])[CH3:5]. The catalyst is C(O)=O.[Zn]. The product is [CH:22]([O:21][CH2:20][CH2:19][CH2:18][N:14]1[C:15](=[O:17])[C:16]2[C:7]([CH2:2][CH2:3][CH:4]([CH3:6])[CH3:5])=[C:8]([O:30][CH:31]([CH3:33])[CH3:32])[CH:9]=[N:10][C:11]=2[N:12]([CH3:29])[C:13]1=[O:28])=[O:23]. The yield is 0.827. (2) The reactants are F[C:2]1[CH:7]=[CH:6][C:5]([C:8]2[O:9][C:10]3[CH:16]=[CH:15][CH:14]=[CH:13][C:11]=3[N:12]=2)=CC=1[N+]([O-])=O.[O:20]1CCC(CN)[CH2:22][CH2:21]1.C(N(CC)CC)C.[H][H]. The catalyst is [C].[Pd].O.C(#N)C. The product is [O:20]1[CH2:2][CH2:7][CH:6]([CH2:5][C:8]2[O:9][C:10]3[CH:16]=[CH:15][CH:14]=[CH:13][C:11]=3[N:12]=2)[CH2:22][CH2:21]1. The yield is 0.700.